From a dataset of Reaction yield outcomes from USPTO patents with 853,638 reactions. Predict the reaction yield, written as a fraction of the theoretical maximum amount of product (1.0 means a 100% yield; for example, 0.34 means a 34% yield). (1) The reactants are [N+:1]([C:4]1[CH:24]=[CH:23][C:7]([O:8][C:9]2[CH:14]=[CH:13][C:12]([C:15]3[CH:19]=[CH:18][N:17]([C:20]([NH2:22])=[O:21])[N:16]=3)=[CH:11][CH:10]=2)=[CH:6][CH:5]=1)([O-])=O.[H][H]. The catalyst is C(O)C.[Pd]. The product is [NH2:1][C:4]1[CH:24]=[CH:23][C:7]([O:8][C:9]2[CH:10]=[CH:11][C:12]([C:15]3[CH:19]=[CH:18][N:17]([C:20]([NH2:22])=[O:21])[N:16]=3)=[CH:13][CH:14]=2)=[CH:6][CH:5]=1. The yield is 0.600. (2) The reactants are [C:1]([O:5][C:6]([NH:8][C:9]1([C:13]2[CH:18]=[CH:17][C:16]([C:19]3[N:20]=[C:21]4[C:26]([OH:27])=[CH:25][C:24]([C:28]([O:30][CH3:31])=[O:29])=[N:23][N:22]4[C:32]=3[C:33]3[CH:38]=[CH:37][CH:36]=[CH:35][CH:34]=3)=[CH:15][CH:14]=2)[CH2:12][CH2:11][CH2:10]1)=[O:7])([CH3:4])([CH3:3])[CH3:2].[CH2:39](I)[CH3:40].C(=O)([O-])[O-]. The catalyst is CN(C=O)C. The product is [C:1]([O:5][C:6]([NH:8][C:9]1([C:13]2[CH:14]=[CH:15][C:16]([C:19]3[N:20]=[C:21]4[C:26]([O:27][CH2:39][CH3:40])=[CH:25][C:24]([C:28]([O:30][CH3:31])=[O:29])=[N:23][N:22]4[C:32]=3[C:33]3[CH:34]=[CH:35][CH:36]=[CH:37][CH:38]=3)=[CH:17][CH:18]=2)[CH2:10][CH2:11][CH2:12]1)=[O:7])([CH3:4])([CH3:2])[CH3:3]. The yield is 0.420. (3) The reactants are [NH2:1][C:2]1[C:3]([C:16]([O:18]C)=[O:17])=[N:4][C:5]([C:8]2[C:13]([F:14])=[CH:12][CH:11]=[CH:10][C:9]=2[F:15])=[CH:6][CH:7]=1.[Li+].[OH-].Cl. The catalyst is C1COCC1. The product is [NH2:1][C:2]1[C:3]([C:16]([OH:18])=[O:17])=[N:4][C:5]([C:8]2[C:13]([F:14])=[CH:12][CH:11]=[CH:10][C:9]=2[F:15])=[CH:6][CH:7]=1. The yield is 0.900.